This data is from Forward reaction prediction with 1.9M reactions from USPTO patents (1976-2016). The task is: Predict the product of the given reaction. Given the reactants [C:1]([C@@H:3]1[C@@H:10]2[C@@H:6]([O:7][C:8]([CH3:12])([CH3:11])[O:9]2)[C@H:5]([O:13][CH3:14])[O:4]1)#[CH:2].C[Si]([N:19]=[N+:20]=[N-:21])(C)C, predict the reaction product. The product is: [CH3:14][O:13][C@H:5]1[C@@H:6]2[O:7][C:8]([CH3:11])([CH3:12])[O:9][C@@H:10]2[C@@H:3]([C:1]2[CH:2]=[N:21][NH:20][N:19]=2)[O:4]1.